From a dataset of Peptide-MHC class II binding affinity with 134,281 pairs from IEDB. Regression. Given a peptide amino acid sequence and an MHC pseudo amino acid sequence, predict their binding affinity value. This is MHC class II binding data. (1) The peptide sequence is KEADYSQIPISINYR. The MHC is DRB3_0202 with pseudo-sequence DRB3_0202. The binding affinity (normalized) is 0.334. (2) The peptide sequence is ADAGYAPATPAAAGA. The MHC is DRB1_1602 with pseudo-sequence DRB1_1602. The binding affinity (normalized) is 0.418. (3) The peptide sequence is MMLVSVAGRVDGLELK. The MHC is HLA-DQA10501-DQB10302 with pseudo-sequence HLA-DQA10501-DQB10302. The binding affinity (normalized) is 0.499. (4) The peptide sequence is SKIITGLHPTQAPTH. The MHC is DRB1_0101 with pseudo-sequence DRB1_0101. The binding affinity (normalized) is 0.833. (5) The peptide sequence is AWASACGGTGKNTIV. The MHC is HLA-DPA10201-DPB10501 with pseudo-sequence HLA-DPA10201-DPB10501. The binding affinity (normalized) is 0.0608. (6) The peptide sequence is IKLVKSSRPDCSEIP. The MHC is DRB1_0404 with pseudo-sequence DRB1_0404. The binding affinity (normalized) is 0.312.